From a dataset of Full USPTO retrosynthesis dataset with 1.9M reactions from patents (1976-2016). Predict the reactants needed to synthesize the given product. (1) Given the product [CH2:1]([NH:4][C:5]([C:7]1[NH:8][C:9]2[C:14]([C:15]=1[C:16]1[CH:21]=[CH:20][CH:19]=[CH:18][CH:17]=1)=[CH:13][C:12]([NH:22][S:33]([C:30]1[CH:29]=[CH:28][C:27]([S:24]([CH3:23])(=[O:26])=[O:25])=[CH:32][CH:31]=1)(=[O:35])=[O:34])=[CH:11][CH:10]=2)=[O:6])[CH2:2][CH3:3], predict the reactants needed to synthesize it. The reactants are: [CH2:1]([NH:4][C:5]([C:7]1[NH:8][C:9]2[C:14]([C:15]=1[C:16]1[CH:21]=[CH:20][CH:19]=[CH:18][CH:17]=1)=[CH:13][C:12]([NH2:22])=[CH:11][CH:10]=2)=[O:6])[CH2:2][CH3:3].[CH3:23][S:24]([C:27]1[CH:32]=[CH:31][C:30]([S:33](Cl)(=[O:35])=[O:34])=[CH:29][CH:28]=1)(=[O:26])=[O:25]. (2) Given the product [C:30]([O:34][C:35]([N:37]1[CH2:44][CH2:43][C@:42]2([CH3:47])[C@H:45]([CH3:46])[C@H:38]1[CH2:39][C:40]1[CH:51]=[CH:50][C:49]([C:52]([NH:13][NH2:14])=[O:53])=[CH:48][C:41]=12)=[O:36])([CH3:32])([CH3:31])[CH3:33], predict the reactants needed to synthesize it. The reactants are: CCN(CC)CC.F[B-](F)(F)F.[N:13]1(OC(N(C)C)=[N+](C)C)C2C=CC=CC=2N=[N:14]1.[C:30]([O:34][C:35]([N:37]1[CH2:44][CH2:43][C@:42]2([CH3:47])[C@H:45]([CH3:46])[C@H:38]1[CH2:39][C:40]1[CH:51]=[CH:50][C:49]([C:52](O)=[O:53])=[CH:48][C:41]=12)=[O:36])([CH3:33])([CH3:32])[CH3:31].O.NN.